Dataset: Forward reaction prediction with 1.9M reactions from USPTO patents (1976-2016). Task: Predict the product of the given reaction. (1) Given the reactants [CH3:1][C:2]([CH3:36])([CH3:35])[C:3]#[C:4][C@@H:5]([N:12]1[CH2:17][CH2:16][C:15]([F:19])([F:18])[C@H:14]([CH2:20][C:21]([O:23][CH3:24])=[O:22])[C@H:13]1[C:25]1[CH:30]=[CH:29][C:28]([C:31]([F:34])([F:33])[F:32])=[CH:27][CH:26]=1)[CH2:6][CH2:7][C:8]([F:11])([F:10])[F:9].[H][H], predict the reaction product. The product is: [CH3:1][C:2]([CH3:36])([CH3:35])[CH2:3][CH2:4][CH:5]([N:12]1[CH2:17][CH2:16][C:15]([F:19])([F:18])[CH:14]([CH2:20][C:21]([O:23][CH3:24])=[O:22])[CH:13]1[C:25]1[CH:30]=[CH:29][C:28]([C:31]([F:34])([F:32])[F:33])=[CH:27][CH:26]=1)[CH2:6][CH2:7][C:8]([F:10])([F:9])[F:11]. (2) Given the reactants [Br:1][C:2]1[CH:3]=[CH:4][C:5]([O:25][CH2:26][C:27]([CH3:29])=[CH2:28])=[C:6]([C:8]2[CH:13]=[CH:12][CH:11]=[CH:10][C:9]=2[C:14]2[N:19]=[C:18]([C:20]([O:22]CC)=[O:21])[CH:17]=[CH:16][CH:15]=2)[CH:7]=1.[OH-].[Na+:31], predict the reaction product. The product is: [Br:1][C:2]1[CH:3]=[CH:4][C:5]([O:25][CH2:26][C:27]([CH3:29])=[CH2:28])=[C:6]([C:8]2[CH:13]=[CH:12][CH:11]=[CH:10][C:9]=2[C:14]2[N:19]=[C:18]([C:20]([O-:22])=[O:21])[CH:17]=[CH:16][CH:15]=2)[CH:7]=1.[Na+:31]. (3) Given the reactants [C:1]1([S:7]([CH2:10][C:11]2[CH:16]=[C:15]([F:17])[CH:14]=[C:13]([O:18][CH2:19][CH2:20][Cl:21])[C:12]=2[N+:22]([O-])=O)(=[O:9])=[O:8])[CH:6]=[CH:5][CH:4]=[CH:3][CH:2]=1.O.NN, predict the reaction product. The product is: [C:1]1([S:7]([CH2:10][C:11]2[CH:16]=[C:15]([F:17])[CH:14]=[C:13]([O:18][CH2:19][CH2:20][Cl:21])[C:12]=2[NH2:22])(=[O:9])=[O:8])[CH:2]=[CH:3][CH:4]=[CH:5][CH:6]=1. (4) Given the reactants [Cl:1][C:2]1[CH:21]=[CH:20][CH:19]=[C:18]([Cl:22])[C:3]=1[CH2:4][N:5]1[CH:9]=[C:8]([N+:10]([O-:12])=[O:11])[N:7]=[C:6]1[C:13](OCC)=[O:14].[Cl-].[Li+].[BH4-].[Na+].C(C(C(C([O-])=O)O)O)([O-])=O.[Na+].[K+], predict the reaction product. The product is: [Cl:22][C:18]1[CH:19]=[CH:20][CH:21]=[C:2]([Cl:1])[C:3]=1[CH2:4][N:5]1[CH:9]=[C:8]([N+:10]([O-:12])=[O:11])[N:7]=[C:6]1[CH2:13][OH:14]. (5) Given the reactants C([O-])([O-])=O.[Cs+].[Cs+].[Br:7][C:8]1[CH:9]=[N:10][NH:11][CH:12]=1.Br.Br[CH2:15][CH2:16][N:17]([CH2:20][CH3:21])[CH2:18][CH3:19], predict the reaction product. The product is: [Br:7][C:8]1[CH:9]=[N:10][N:11]([CH2:15][CH2:16][N:17]([CH2:20][CH3:21])[CH2:18][CH3:19])[CH:12]=1. (6) Given the reactants [Cl:1][C:2]1[N:7]=[C:6]([N:8]([CH3:28])[C:9]2[CH:27]=[CH:26][C:12]3[N:13]([CH3:25])[C:14]([NH:16][CH2:17][C:18]4[CH:23]=[CH:22][CH:21]=[C:20]([F:24])[CH:19]=4)=[N:15][C:11]=3[CH:10]=2)[CH:5]=[CH:4][N:3]=1.[NH2:29][C:30]1[CH:31]=[C:32]([S:36]([NH2:39])(=[O:38])=[O:37])[CH:33]=[CH:34][CH:35]=1, predict the reaction product. The product is: [ClH:1].[F:24][C:20]1[CH:19]=[C:18]([CH:23]=[CH:22][CH:21]=1)[CH2:17][NH:16][C:14]1[N:13]([CH3:25])[C:12]2[CH:26]=[CH:27][C:9]([N:8]([CH3:28])[C:6]3[CH:5]=[CH:4][N:3]=[C:2]([NH:29][C:30]4[CH:31]=[C:32]([S:36]([NH2:39])(=[O:37])=[O:38])[CH:33]=[CH:34][CH:35]=4)[N:7]=3)=[CH:10][C:11]=2[N:15]=1. (7) Given the reactants Br[C:2](Br)=[CH:3][C:4]1[C:9]([CH2:10][CH3:11])=[CH:8][CH:7]=[CH:6][C:5]=1[CH2:12][CH3:13].[NH2:15][CH2:16][CH:17]([NH2:19])[CH3:18], predict the reaction product. The product is: [CH2:12]([C:5]1[CH:6]=[CH:7][CH:8]=[C:9]([CH2:10][CH3:11])[C:4]=1[CH2:3][C:2]1[NH:15][CH2:16][CH:17]([CH3:18])[N:19]=1)[CH3:13]. (8) Given the reactants [OH-].[Na+].C1COCC1.[CH3:8][O:9][C:10]1[CH:11]=[CH:12][C:13]([CH2:32][NH:33][C:34]2[CH:39]=[CH:38][C:37]([C:40]3[CH:45]=[CH:44][C:43]([C:46]([F:49])([F:48])[F:47])=[CH:42][CH:41]=3)=[CH:36][CH:35]=2)=[C:14]([C:16]2[CH:17]=[CH:18][C:19]([C:22]([NH:24][CH2:25][CH2:26][C:27]([O:29]CC)=[O:28])=[O:23])=[N:20][CH:21]=2)[CH:15]=1, predict the reaction product. The product is: [CH3:8][O:9][C:10]1[CH:11]=[CH:12][C:13]([CH2:32][NH:33][C:34]2[CH:39]=[CH:38][C:37]([C:40]3[CH:41]=[CH:42][C:43]([C:46]([F:48])([F:49])[F:47])=[CH:44][CH:45]=3)=[CH:36][CH:35]=2)=[C:14]([C:16]2[CH:17]=[CH:18][C:19]([C:22]([NH:24][CH2:25][CH2:26][C:27]([OH:29])=[O:28])=[O:23])=[N:20][CH:21]=2)[CH:15]=1.